From a dataset of NCI-60 drug combinations with 297,098 pairs across 59 cell lines. Regression. Given two drug SMILES strings and cell line genomic features, predict the synergy score measuring deviation from expected non-interaction effect. (1) Drug 2: C1CCC(C(C1)N)N.C(=O)(C(=O)[O-])[O-].[Pt+4]. Cell line: SF-268. Drug 1: C1CC(=O)NC(=O)C1N2C(=O)C3=CC=CC=C3C2=O. Synergy scores: CSS=7.40, Synergy_ZIP=-4.41, Synergy_Bliss=-5.03, Synergy_Loewe=-3.73, Synergy_HSA=-3.66. (2) Cell line: PC-3. Drug 1: CN(C)N=NC1=C(NC=N1)C(=O)N. Synergy scores: CSS=51.6, Synergy_ZIP=-2.31, Synergy_Bliss=-0.566, Synergy_Loewe=-36.2, Synergy_HSA=0.272. Drug 2: CC1C(C(CC(O1)OC2CC(CC3=C2C(=C4C(=C3O)C(=O)C5=CC=CC=C5C4=O)O)(C(=O)C)O)N)O. (3) Drug 1: CC1CCC2CC(C(=CC=CC=CC(CC(C(=O)C(C(C(=CC(C(=O)CC(OC(=O)C3CCCCN3C(=O)C(=O)C1(O2)O)C(C)CC4CCC(C(C4)OC)O)C)C)O)OC)C)C)C)OC. Drug 2: CNC(=O)C1=NC=CC(=C1)OC2=CC=C(C=C2)NC(=O)NC3=CC(=C(C=C3)Cl)C(F)(F)F. Cell line: SR. Synergy scores: CSS=24.8, Synergy_ZIP=-6.93, Synergy_Bliss=-13.9, Synergy_Loewe=-48.0, Synergy_HSA=-12.6. (4) Drug 1: C1=NC2=C(N1)C(=S)N=C(N2)N. Drug 2: CC1=C2C(C(=O)C3(C(CC4C(C3C(C(C2(C)C)(CC1OC(=O)C(C(C5=CC=CC=C5)NC(=O)C6=CC=CC=C6)O)O)OC(=O)C7=CC=CC=C7)(CO4)OC(=O)C)O)C)OC(=O)C. Cell line: A549. Synergy scores: CSS=29.3, Synergy_ZIP=-5.20, Synergy_Bliss=-7.68, Synergy_Loewe=-9.83, Synergy_HSA=-3.91.